From a dataset of Full USPTO retrosynthesis dataset with 1.9M reactions from patents (1976-2016). Predict the reactants needed to synthesize the given product. (1) Given the product [CH:41]1([C@H:44]([N:51]([CH3:52])[C:6](=[O:8])[C:5]2[CH:9]=[CH:10][C:2]([F:1])=[C:3]([CH3:11])[CH:4]=2)[CH2:45][N:46]2[CH2:49][CH:48]([OH:50])[CH2:47]2)[CH2:43][CH2:42]1, predict the reactants needed to synthesize it. The reactants are: [F:1][C:2]1[CH:10]=[CH:9][C:5]([C:6]([OH:8])=O)=[CH:4][C:3]=1[CH3:11].CN(C(ON1N=NC2C=CC=CC1=2)=[N+](C)C)C.[B-](F)(F)(F)F.CN1CCOCC1.[CH:41]1([C@H:44]([NH:51][CH3:52])[CH2:45][N:46]2[CH2:49][CH:48]([OH:50])[CH2:47]2)[CH2:43][CH2:42]1. (2) Given the product [OH:17][C@H:9]([CH2:8][C:4]1[CH:5]=[CH:6][CH:7]=[C:2]([CH3:1])[CH:3]=1)[C:10]([OH:12])=[O:11], predict the reactants needed to synthesize it. The reactants are: [CH3:1][C:2]1[CH:7]=[CH:6][CH:5]=[C:4]([CH2:8][C@@H:9](N)[C:10]([OH:12])=[O:11])[CH:3]=1.Cl.C(O)(=[O:17])C.N([O-])=O.[Na+]. (3) Given the product [CH3:1][O:2][C:3](=[O:23])[C:4]1[CH:5]=[CH:6][C:7]([CH2:10][O:11][C:12]2[CH:22]=[CH:21][C:15]3[CH2:16][CH2:17][N:18]([CH:24]4[CH2:28][CH2:27][CH2:26][CH2:25]4)[CH2:19][CH2:20][C:14]=3[CH:13]=2)=[CH:8][CH:9]=1, predict the reactants needed to synthesize it. The reactants are: [CH3:1][O:2][C:3](=[O:23])[C:4]1[CH:9]=[CH:8][C:7]([CH2:10][O:11][C:12]2[CH:22]=[CH:21][C:15]3[CH2:16][CH2:17][NH:18][CH2:19][CH2:20][C:14]=3[CH:13]=2)=[CH:6][CH:5]=1.[C:24]1(=O)[CH2:28][CH2:27][CH2:26][CH2:25]1.C(O[BH-](OC(=O)C)OC(=O)C)(=O)C.[Na+]. (4) Given the product [Br:1][C:2]1[N:7]=[C:6]([C:8]([N:21]2[CH2:22][CH2:23][C@@H:19]([C:14]3[CH:15]=[CH:16][CH:17]=[CH:18][C:13]=3[C:12]([F:11])([F:24])[F:25])[CH2:20]2)=[O:10])[CH:5]=[CH:4][CH:3]=1, predict the reactants needed to synthesize it. The reactants are: [Br:1][C:2]1[N:7]=[C:6]([C:8]([OH:10])=O)[CH:5]=[CH:4][CH:3]=1.[F:11][C:12]([F:25])([F:24])[C:13]1[CH:18]=[CH:17][CH:16]=[CH:15][C:14]=1[C@@H:19]1[CH2:23][CH2:22][NH:21][CH2:20]1.C(N(CC)C(C)C)(C)C.CN(C(ON1N=NC2C=CC=CC1=2)=[N+](C)C)C.F[P-](F)(F)(F)(F)F. (5) Given the product [Cl:1][C:2]1[N:7]=[C:6]2[N:8]([CH:18]3[CH2:19][CH2:20][CH2:21][CH2:22][O:17]3)[N:9]=[CH:10][C:5]2=[C:4]([N:11]2[CH2:12][CH2:13][O:14][CH2:15][CH2:16]2)[N:3]=1, predict the reactants needed to synthesize it. The reactants are: [Cl:1][C:2]1[N:7]=[C:6]2[NH:8][N:9]=[CH:10][C:5]2=[C:4]([N:11]2[CH2:16][CH2:15][O:14][CH2:13][CH2:12]2)[N:3]=1.[O:17]1[CH:22]=[CH:21][CH2:20][CH2:19][CH2:18]1.C1(C)C=CC(S([O-])(=O)=O)=CC=1.[NH+]1C=CC=CC=1.